From a dataset of Full USPTO retrosynthesis dataset with 1.9M reactions from patents (1976-2016). Predict the reactants needed to synthesize the given product. (1) Given the product [CH3:6][C:7]1([CH:11]2[CH2:13][CH:1]([OH:5])[CH2:2][CH2:3][O:12]2)[CH2:10][O:9][CH2:8]1, predict the reactants needed to synthesize it. The reactants are: [CH2:1]([OH:5])[CH2:2][CH:3]=C.[CH3:6][C:7]1([CH:11]=[O:12])[CH2:10][O:9][CH2:8]1.[C:13](O)(C(F)(F)F)=O. (2) The reactants are: Cl.[Cl:2][CH2:3][C:4]1[CH:13]=[CH:12][C:11]2[C:6](=[CH:7][CH:8]=[CH:9][CH:10]=2)[N:5]=1.C([O-])([O-])=O.[K+].[K+]. Given the product [Cl:2][CH2:3][C:4]1[CH:13]=[CH:12][C:11]2[C:6](=[CH:7][CH:8]=[CH:9][CH:10]=2)[N:5]=1, predict the reactants needed to synthesize it.